This data is from CYP1A2 inhibition data for predicting drug metabolism from PubChem BioAssay. The task is: Regression/Classification. Given a drug SMILES string, predict its absorption, distribution, metabolism, or excretion properties. Task type varies by dataset: regression for continuous measurements (e.g., permeability, clearance, half-life) or binary classification for categorical outcomes (e.g., BBB penetration, CYP inhibition). Dataset: cyp1a2_veith. (1) The molecule is CS(=O)(=O)O.Cc1ccc2c(c1)c1c3n2CCN[C@H]3CCC1. The result is 1 (inhibitor). (2) The drug is CC(C)Cn1c(-c2ccc(Cl)cc2)cnc1SCC(=O)N1CCOCC1. The result is 1 (inhibitor). (3) The drug is COc1ccc(COC(=O)N/N=C2/C[C@@H](O)[C@@H](O)[C@H]3[C@@H]2CC[C@H]2C(=O)N(c4ccc(F)cc4F)C(=O)[C@H]32)cc1. The result is 0 (non-inhibitor). (4) The compound is COc1ccc2c(c1)[C@]13CCCC[C@@H]1[C@H](C2)N(C)CC3. The result is 0 (non-inhibitor).